From a dataset of NCI-60 drug combinations with 297,098 pairs across 59 cell lines. Regression. Given two drug SMILES strings and cell line genomic features, predict the synergy score measuring deviation from expected non-interaction effect. (1) Drug 1: CN1C(=O)N2C=NC(=C2N=N1)C(=O)N. Drug 2: C(=O)(N)NO. Cell line: UACC62. Synergy scores: CSS=3.01, Synergy_ZIP=-2.99, Synergy_Bliss=-6.02, Synergy_Loewe=-7.17, Synergy_HSA=-5.48. (2) Drug 1: C1CCC(C1)C(CC#N)N2C=C(C=N2)C3=C4C=CNC4=NC=N3. Drug 2: CN(CCCl)CCCl.Cl. Cell line: SF-539. Synergy scores: CSS=6.95, Synergy_ZIP=-4.95, Synergy_Bliss=-3.94, Synergy_Loewe=-7.30, Synergy_HSA=-3.97.